From a dataset of Catalyst prediction with 721,799 reactions and 888 catalyst types from USPTO. Predict which catalyst facilitates the given reaction. Reactant: [CH3:1][C:2]1[NH:3][C:4]2[CH:5]=[CH:6][NH:7][C:8](=[O:26])[C:9]=2[CH:10]([C:14]2[CH:15]=[CH:16][CH:17]=[C:18]3[C:23]=2[O:22][C:21]([CH3:24])=[CH:20][C:19]3=[O:25])[C:11]=1[C:12]#[N:13].[F:27][C:28]([F:41])([F:40])[S:29](O[S:29]([C:28]([F:41])([F:40])[F:27])(=[O:31])=[O:30])(=[O:31])=[O:30]. Product: [F:27][C:28]([F:41])([F:40])[S:29]([O:26][C:8]1[N:7]=[CH:6][CH:5]=[C:4]2[C:9]=1[CH:10]([C:14]1[CH:15]=[CH:16][CH:17]=[C:18]3[C:23]=1[O:22][C:21]([CH3:24])=[CH:20][C:19]3=[O:25])[C:11]([C:12]#[N:13])=[C:2]([CH3:1])[NH:3]2)(=[O:31])=[O:30]. The catalyst class is: 17.